Task: Predict the reaction yield, written as a fraction of the theoretical maximum amount of product (1.0 means a 100% yield; for example, 0.34 means a 34% yield).. Dataset: Reaction yield outcomes from USPTO patents with 853,638 reactions (1) The reactants are Cl[CH2:2][C:3]1[CH:8]=[CH:7][C:6]([C:9]([NH:11][C:12]2[S:13][C:14]([N:22]3[CH2:27][CH2:26][O:25][CH2:24][CH2:23]3)=[C:15]([C:17]3[O:18][CH:19]=[CH:20][CH:21]=3)[N:16]=2)=[O:10])=[CH:5][N:4]=1.[NH:28]1[CH:32]=[CH:31][N:30]=[CH:29]1.O. The catalyst is CN(C=O)C. The product is [O:18]1[CH:19]=[CH:20][CH:21]=[C:17]1[C:15]1[N:16]=[C:12]([NH:11][C:9]([C:6]2[CH:7]=[CH:8][C:3]([CH2:2][N:28]3[CH:32]=[CH:31][N:30]=[CH:29]3)=[N:4][CH:5]=2)=[O:10])[S:13][C:14]=1[N:22]1[CH2:27][CH2:26][O:25][CH2:24][CH2:23]1. The yield is 0.550. (2) The reactants are [CH2:1]([O:3][C:4]([C:6]1[C:7]([CH3:13])=[N:8][C:9]([NH2:12])=[N:10][CH:11]=1)=[O:5])[CH3:2].[C:14]([O:18][C:19](=[O:28])[NH:20][C:21]1[CH:26]=[CH:25][C:24](Br)=[CH:23][CH:22]=1)([CH3:17])([CH3:16])[CH3:15].C(O[K])(C)(C)C. The catalyst is C1C=CC(/C=C/C(/C=C/C2C=CC=CC=2)=O)=CC=1.C1C=CC(/C=C/C(/C=C/C2C=CC=CC=2)=O)=CC=1.C1C=CC(/C=C/C(/C=C/C2C=CC=CC=2)=O)=CC=1.[Pd].[Pd].C1(P(C2C=CC=CC=2)C2C3OC4C(=CC=CC=4P(C4C=CC=CC=4)C4C=CC=CC=4)C(C)(C)C=3C=CC=2)C=CC=CC=1.C1(C)C=CC=CC=1. The product is [CH2:1]([O:3][C:4]([C:6]1[C:7]([CH3:13])=[N:8][C:9]([NH:12][C:24]2[CH:23]=[CH:22][C:21]([NH:20][C:19]([O:18][C:14]([CH3:17])([CH3:16])[CH3:15])=[O:28])=[CH:26][CH:25]=2)=[N:10][CH:11]=1)=[O:5])[CH3:2]. The yield is 0.600. (3) The reactants are [NH2:1][C:2]1[C:7]([CH2:8][OH:9])=[CH:6][CH:5]=[CH:4][N:3]=1.[Br:10]Br. The catalyst is CC(O)=O. The product is [NH2:1][C:2]1[C:7]([CH2:8][OH:9])=[CH:6][C:5]([Br:10])=[CH:4][N:3]=1. The yield is 0.750. (4) The reactants are [O:1]=[C:2]([C:6]1[N:14]2[C:9]([CH:10]=[CH:11][CH:12]=[CH:13]2)=[CH:8][C:7]=1[C:15]1[CH:20]=[CH:19][CH:18]=[CH:17][CH:16]=1)[C:3](Cl)=[O:4].C([N:23]([CH2:26][CH3:27])CC)C. The catalyst is ClCCl. The product is [O:1]=[C:2]([C:6]1[N:14]2[C:9]([CH:10]=[CH:11][CH:12]=[CH:13]2)=[CH:8][C:7]=1[C:15]1[CH:20]=[CH:19][CH:18]=[CH:17][CH:16]=1)[C:3]([NH:23][C:26]1[CH:27]=[CH:8][C:7]([CH3:15])=[CH:6][CH:2]=1)=[O:4]. The yield is 0.650. (5) The reactants are Cl[C:2]1[N:11]=[C:10]([NH:12][CH2:13][CH:14]([C:21]2[CH:26]=[CH:25][CH:24]=[CH:23][CH:22]=2)[C:15]2[CH:20]=[CH:19][CH:18]=[CH:17][CH:16]=2)[C:9]2[C:4](=[CH:5][CH:6]=[CH:7][CH:8]=2)[N:3]=1.[N:27]1[CH:32]=[C:31](B(O)O)[CH:30]=[N:29][CH:28]=1.C(NC1C2C(=CC=CC=2)N=C(C2SC3C=CC=CC=3C=2)N=1)(C1C=CC=CC=1)C1C=CC=CC=1. The catalyst is C1CCCCC1.CCOC(C)=O. The product is [C:15]1([CH:14]([C:21]2[CH:26]=[CH:25][CH:24]=[CH:23][CH:22]=2)[CH2:13][NH:12][C:10]2[C:9]3[C:4](=[CH:5][CH:6]=[CH:7][CH:8]=3)[N:3]=[C:2]([C:31]3[CH:32]=[N:27][CH:28]=[N:29][CH:30]=3)[N:11]=2)[CH:20]=[CH:19][CH:18]=[CH:17][CH:16]=1. The yield is 0.650. (6) The reactants are [CH3:1][N:2]1[C:13](=[O:14])[CH2:12][CH2:11][CH:10]=[CH:9][CH2:8][C@@H:7]([CH2:15][C:16]([O:18]C(C)(C)C)=[O:17])[C:6](=[O:23])[O:5][CH2:4][C@H:3]1[C:24]1[CH:29]=[CH:28][CH:27]=[CH:26][CH:25]=1.FC(F)(F)C(O)=O. The catalyst is C(Cl)Cl. The product is [CH3:1][N:2]1[C:13](=[O:14])[CH2:12][CH2:11][CH:10]=[CH:9][CH2:8][C@@H:7]([CH2:15][C:16]([OH:18])=[O:17])[C:6](=[O:23])[O:5][CH2:4][C@H:3]1[C:24]1[CH:25]=[CH:26][CH:27]=[CH:28][CH:29]=1. The yield is 1.00. (7) The product is [CH3:17][CH:14]1[CH2:15][CH2:16][N:12]([C:11]2[C:6]([CH:4]3[CH2:5][N:2]([C:19]4[CH:28]=[CH:27][C:26]5[C:21](=[CH:22][CH:23]=[CH:24][CH:25]=5)[N:20]=4)[CH2:3]3)=[N:7][CH:8]=[CH:9][N:10]=2)[CH2:13]1. The catalyst is CN(C=O)C.O. The yield is 0.740. The reactants are Cl.[NH:2]1[CH2:5][CH:4]([C:6]2[C:11]([N:12]3[CH2:16][CH2:15][CH:14]([CH3:17])[CH2:13]3)=[N:10][CH:9]=[CH:8][N:7]=2)[CH2:3]1.Cl[C:19]1[CH:28]=[CH:27][C:26]2[C:21](=[CH:22][CH:23]=[CH:24][CH:25]=2)[N:20]=1.C([O-])([O-])=O.[Cs+].[Cs+]. (8) The reactants are [OH:1][C:2]1[C:6]([C:7]([O:9][CH2:10][CH3:11])=[O:8])=[CH:5][NH:4][N:3]=1.C(N(CC)CC)C.[CH3:19][C:20]([O:23][C:24](O[C:24]([O:23][C:20]([CH3:22])([CH3:21])[CH3:19])=[O:25])=[O:25])([CH3:22])[CH3:21]. The catalyst is ClCCl. The product is [OH:1][C:2]1[C:6]([C:7]([O:9][CH2:10][CH3:11])=[O:8])=[CH:5][N:4]([C:24]([O:23][C:20]([CH3:22])([CH3:21])[CH3:19])=[O:25])[N:3]=1. The yield is 0.370. (9) The reactants are [CH3:1][O:2][C:3](=[O:16])[C:4]1[CH:9]=[C:8](I)[C:7]([C:11]([F:14])([F:13])[F:12])=[CH:6][C:5]=1[NH2:15].C([Sn](CCCC)(CCCC)[C:22]1[CH:27]=[N:26][CH:25]=[CH:24][N:23]=1)CCC.[Li+].[Cl-].C(C1C(C)=CC=C(O)C=1C(C)(C)C)(C)(C)C. The catalyst is O1CCOCC1.C1C=CC([P]([Pd]([P](C2C=CC=CC=2)(C2C=CC=CC=2)C2C=CC=CC=2)([P](C2C=CC=CC=2)(C2C=CC=CC=2)C2C=CC=CC=2)[P](C2C=CC=CC=2)(C2C=CC=CC=2)C2C=CC=CC=2)(C2C=CC=CC=2)C2C=CC=CC=2)=CC=1. The product is [CH3:1][O:2][C:3](=[O:16])[C:4]1[CH:9]=[C:8]([C:22]2[CH:27]=[N:26][CH:25]=[CH:24][N:23]=2)[C:7]([C:11]([F:14])([F:13])[F:12])=[CH:6][C:5]=1[NH2:15]. The yield is 0.380. (10) The reactants are [Cl:1][C:2]1[CH:7]=[CH:6][C:5]([N:8]=[C:9]=[O:10])=[CH:4][C:3]=1[C:11]([F:14])([F:13])[F:12].[CH3:15][NH:16][C:17]([C:19]1[CH:24]=[C:23]([O:25][C:26]2[CH:32]=[CH:31][C:29]([NH2:30])=[CH:28][CH:27]=2)[CH:22]=[CH:21][N:20]=1)=[O:18]. The catalyst is C(Cl)Cl. The product is [Cl:1][C:2]1[CH:7]=[CH:6][C:5]([NH:8][C:9]([NH:30][C:29]2[CH:28]=[CH:27][C:26]([O:25][C:23]3[CH:22]=[CH:21][N:20]=[C:19]([C:17](=[O:18])[NH:16][CH3:15])[CH:24]=3)=[CH:32][CH:31]=2)=[O:10])=[CH:4][C:3]=1[C:11]([F:12])([F:13])[F:14]. The yield is 0.930.